From a dataset of Reaction yield outcomes from USPTO patents with 853,638 reactions. Predict the reaction yield, written as a fraction of the theoretical maximum amount of product (1.0 means a 100% yield; for example, 0.34 means a 34% yield). (1) The reactants are [Si]([O:8][CH2:9][C@@H:10]([NH:15][C:16]([C:18]1[N:19]=[C:20]([N:23]2[CH2:26][CH:25]([S:27][C:28]3[C@H:29]([CH3:52])[C@@H:30]4[C@@H:47]([C@H:48]([OH:50])[CH3:49])[C:46](=[O:51])[N:31]4[C:32]=3[C:33]([O:35][CH2:36][C:37]3[CH:42]=[CH:41][C:40]([N+:43]([O-:45])=[O:44])=[CH:39][CH:38]=3)=[O:34])[CH2:24]2)[S:21][CH:22]=1)=[O:17])[C@@H:11]([CH3:14])[CH2:12][CH3:13])(C(C)(C)C)(C)C.C(O)(=O)C.[F-].C([N+](CCCC)(CCCC)CCCC)CCC.C(OCC)(=O)C. The catalyst is O1CCCC1.O. The product is [OH:8][CH2:9][C@@H:10]([NH:15][C:16]([C:18]1[N:19]=[C:20]([N:23]2[CH2:24][CH:25]([S:27][C:28]3[C@H:29]([CH3:52])[C@@H:30]4[C@@H:47]([C@H:48]([OH:50])[CH3:49])[C:46](=[O:51])[N:31]4[C:32]=3[C:33]([O:35][CH2:36][C:37]3[CH:38]=[CH:39][C:40]([N+:43]([O-:45])=[O:44])=[CH:41][CH:42]=3)=[O:34])[CH2:26]2)[S:21][CH:22]=1)=[O:17])[C@@H:11]([CH3:14])[CH2:12][CH3:13]. The yield is 0.600. (2) The reactants are [CH3:1][O:2][C:3]1[CH:8]=[CH:7][CH:6]=[CH:5][C:4]=1[CH2:9][CH2:10][C:11]([OH:13])=[O:12].[C:14]1([CH3:26])[CH:19]=[CH:18][C:17]([S:20]([CH2:23][CH2:24]O)(=[O:22])=[O:21])=[CH:16][CH:15]=1.O.C1(C)C=CC(S(O)(=O)=O)=CC=1.O. The catalyst is C1(C)C=CC=CC=1. The product is [C:14]1([CH3:26])[CH:19]=[CH:18][C:17]([S:20]([CH2:23][CH2:24][O:12][C:11](=[O:13])[CH2:10][CH2:9][C:4]2[CH:5]=[CH:6][CH:7]=[CH:8][C:3]=2[O:2][CH3:1])(=[O:22])=[O:21])=[CH:16][CH:15]=1. The yield is 0.880. (3) The reactants are I[C:2]1[CH:3]=[CH:4][C:5]2[N:6]([CH:8]=[C:9]([NH:11][C:12](=[O:18])[O:13][C:14]([CH3:17])([CH3:16])[CH3:15])[N:10]=2)[N:7]=1.[Cl:19][C:20]1[CH:21]=[CH:22][C:23]2[N:24]([C:26]([SH:29])=[N:27][N:28]=2)[CH:25]=1.CC1(C)C2C=CC=C(P(C3C=CC=CC=3)C3C=CC=CC=3)C=2OC2C1=CC=CC=2P(C1C=CC=CC=1)C1C=CC=CC=1.CCN(C(C)C)C(C)C. The catalyst is C1C=CC(/C=C/C(/C=C/C2C=CC=CC=2)=O)=CC=1.C1C=CC(/C=C/C(/C=C/C2C=CC=CC=2)=O)=CC=1.C1C=CC(/C=C/C(/C=C/C2C=CC=CC=2)=O)=CC=1.[Pd].[Pd].COCCOC. The product is [Cl:19][C:20]1[CH:21]=[CH:22][C:23]2[N:24]([C:26]([S:29][C:2]3[CH:3]=[CH:4][C:5]4[N:6]([CH:8]=[C:9]([NH:11][C:12](=[O:18])[O:13][C:14]([CH3:17])([CH3:16])[CH3:15])[N:10]=4)[N:7]=3)=[N:27][N:28]=2)[CH:25]=1. The yield is 1.00. (4) The reactants are [Cl-].[OH:2][CH2:3][C:4]1[CH:5]=[C:6]([CH:27]=[CH:28][CH:29]=1)[CH2:7][P+](C1C=CC=CC=1)(C1C=CC=CC=1)C1C=CC=CC=1.[CH:30]([C:32]1[N:37]=[CH:36][C:35]([N:38]2[CH2:43][CH2:42][N:41]([C:44]([O:46][C:47]([CH3:50])([CH3:49])[CH3:48])=[O:45])[CH2:40][CH2:39]2)=[CH:34][CH:33]=1)=O. No catalyst specified. The product is [OH:2][CH2:3][C:4]1[CH:5]=[C:6]([CH:7]=[CH:30][C:32]2[N:37]=[CH:36][C:35]([N:38]3[CH2:43][CH2:42][N:41]([C:44]([O:46][C:47]([CH3:50])([CH3:49])[CH3:48])=[O:45])[CH2:40][CH2:39]3)=[CH:34][CH:33]=2)[CH:27]=[CH:28][CH:29]=1. The yield is 0.702. (5) The reactants are Br[CH2:2][C:3]1([C:6]2[CH:11]=[CH:10][C:9]([I:12])=[CH:8][CH:7]=2)[CH2:5][CH2:4]1.[N-:13]=[N+:14]=[N-:15].[Na+].CCOC(C)=O. The catalyst is CN(C=O)C. The product is [N:13]([CH2:2][C:3]1([C:6]2[CH:11]=[CH:10][C:9]([I:12])=[CH:8][CH:7]=2)[CH2:5][CH2:4]1)=[N+:14]=[N-:15]. The yield is 0.800. (6) The catalyst is O1CCCC1.CN(C)C1C=CN=CC=1. The reactants are O=C1CCC(=O)N1[O:8][C:9]([NH:11][C@H:12]1[CH2:18][CH2:17][CH2:16][N:15]([C:19]([O:21][CH2:22][C:23]2[CH:28]=[CH:27][CH:26]=[CH:25][CH:24]=2)=[O:20])[CH2:14][CH2:13]1)=[O:10].CCN(C(C)C)C(C)C.C(OC(O[C:41]([CH3:44])([CH3:43])[CH3:42])=O)(O[C:41]([CH3:44])([CH3:43])[CH3:42])=O. The yield is 0.820. The product is [C:41]([O:8][C:9]([NH:11][C@H:12]1[CH2:18][CH2:17][CH2:16][N:15]([C:19]([O:21][CH2:22][C:23]2[CH:24]=[CH:25][CH:26]=[CH:27][CH:28]=2)=[O:20])[CH2:14][CH2:13]1)=[O:10])([CH3:44])([CH3:43])[CH3:42]. (7) The reactants are [N+:1]([C:4]1[CH:36]=[CH:35][C:7]([O:8][C:9]2[C:14]([F:15])=[C:13]([F:16])[N:12]=[C:11]([O:17][C:18]3[CH:23]=[CH:22][C:21]([C:24]([O:26]CC4C=CC=CC=4)=[O:25])=[CH:20][CH:19]=3)[C:10]=2[F:34])=[CH:6][C:5]=1[O:37]CC1C=CC=CC=1)([O-])=O.[H][H]. The catalyst is O1CCCC1.C(OCC)(=O)C.[Pd]. The product is [NH2:1][C:4]1[CH:36]=[CH:35][C:7]([O:8][C:9]2[C:14]([F:15])=[C:13]([F:16])[N:12]=[C:11]([O:17][C:18]3[CH:19]=[CH:20][C:21]([C:24]([OH:26])=[O:25])=[CH:22][CH:23]=3)[C:10]=2[F:34])=[CH:6][C:5]=1[OH:37]. The yield is 0.910. (8) The reactants are [C:1]1([CH2:11][O:12][C:13]2[CH:18]=[CH:17][C:16]([CH2:19]O)=[CH:15][CH:14]=2)[C:10]2[C:5](=[CH:6][CH:7]=[CH:8][CH:9]=2)[CH:4]=[CH:3][CH:2]=1.N1C=CC=CC=1.P(Br)(Br)[Br:28]. The catalyst is C1(C)C=CC=CC=1. The product is [Br:28][CH2:19][C:16]1[CH:17]=[CH:18][C:13]([O:12][CH2:11][C:1]2[C:10]3[C:5](=[CH:6][CH:7]=[CH:8][CH:9]=3)[CH:4]=[CH:3][CH:2]=2)=[CH:14][CH:15]=1. The yield is 0.530. (9) The reactants are F[C:2]1[CH:7]=[CH:6][C:5]([N+:8]([O-:10])=[O:9])=[C:4]([O:11][CH3:12])[CH:3]=1.[OH-:13].[Na+].Cl. The catalyst is CS(C)=O. The product is [CH3:12][O:11][C:4]1[CH:3]=[C:2]([OH:13])[CH:7]=[CH:6][C:5]=1[N+:8]([O-:10])=[O:9]. The yield is 0.950.